Predict the reactants needed to synthesize the given product. From a dataset of Full USPTO retrosynthesis dataset with 1.9M reactions from patents (1976-2016). (1) The reactants are: [C:1]1([OH:11])[C:10]2[C:5](=[CH:6][CH:7]=[CH:8][CH:9]=2)[CH:4]=[CH:3][CH:2]=1.I[CH2:13][CH2:14][CH2:15][CH2:16][CH2:17][CH3:18].C([O-])([O-])=O.[K+].[K+].O. Given the product [CH2:13]([O:11][C:1]1[C:10]2[C:5](=[CH:6][CH:7]=[CH:8][CH:9]=2)[CH:4]=[CH:3][CH:2]=1)[CH2:14][CH2:15][CH2:16][CH2:17][CH3:18], predict the reactants needed to synthesize it. (2) The reactants are: [CH3:1][O:2][C:3](=[O:35])[CH2:4][C@H:5]1[C:9]2[CH:10]=[CH:11][C:12]([O:14][C@H:15]3[C:23]4[C:18](=[C:19]([O:25][C:26]5[CH:31]=[CH:30][C:29](Br)=[CH:28][C:27]=5[C:33]#[N:34])[CH:20]=[CH:21][C:22]=4[F:24])[CH2:17][CH2:16]3)=[CH:13][C:8]=2[O:7][CH2:6]1.[CH3:36][C:37]([OH:42])([CH2:39][CH:40]=[CH2:41])[CH3:38]. Given the product [CH3:1][O:2][C:3](=[O:35])[CH2:4][C@H:5]1[C:9]2[CH:10]=[CH:11][C:12]([O:14][C@H:15]3[C:23]4[C:18](=[C:19]([O:25][C:26]5[CH:31]=[CH:30][C:29]([CH2:41][CH2:40][CH2:39][C:37]([OH:42])([CH3:38])[CH3:36])=[CH:28][C:27]=5[C:33]#[N:34])[CH:20]=[CH:21][C:22]=4[F:24])[CH2:17][CH2:16]3)=[CH:13][C:8]=2[O:7][CH2:6]1, predict the reactants needed to synthesize it. (3) Given the product [NH2:1][C:11]1[CH:10]=[CH:9][CH:8]=[CH:7][C:6]=1[C:4](=[O:5])[C:2]([N:13]([CH3:14])[CH3:12])=[O:3], predict the reactants needed to synthesize it. The reactants are: [NH:1]1[C:11]2[C:6](=[CH:7][CH:8]=[CH:9][CH:10]=2)[C:4](=[O:5])[C:2]1=[O:3].[CH3:12][NH:13][CH3:14]. (4) The reactants are: [CH2:1]([N:4]([CH2:25][CH2:26][CH3:27])[C:5](=[O:24])[NH:6][C:7]1[CH:8]=[C:9]([C:13]#[C:14][CH2:15][NH:16][C:17](=[O:23])[O:18][C:19]([CH3:22])([CH3:21])[CH3:20])[CH:10]=[CH:11][CH:12]=1)[CH2:2][CH3:3]. Given the product [CH2:25]([N:4]([CH2:1][CH2:2][CH3:3])[C:5](=[O:24])[NH:6][C:7]1[CH:8]=[C:9]([CH2:13][CH2:14][CH2:15][NH:16][C:17](=[O:23])[O:18][C:19]([CH3:21])([CH3:20])[CH3:22])[CH:10]=[CH:11][CH:12]=1)[CH2:26][CH3:27], predict the reactants needed to synthesize it. (5) Given the product [Cl:1][C:2]1[CH:3]=[C:4]([CH:5]([C:7]2[CH:12]=[CH:11][CH:10]=[CH:9][CH:8]=2)[OH:6])[CH:13]=[CH:14][CH:15]=1, predict the reactants needed to synthesize it. The reactants are: [Cl:1][C:2]1[CH:3]=[C:4]([CH:13]=[CH:14][CH:15]=1)[C:5]([C:7]1[CH:12]=[CH:11][CH:10]=[CH:9][CH:8]=1)=[O:6].[BH4-].[Na+]. (6) Given the product [CH3:11][O:10][C:8](=[O:9])[CH2:7][C:3](=[O:6])[CH:4]([Br:1])[CH3:5], predict the reactants needed to synthesize it. The reactants are: [Br:1]Br.[C:3]([CH2:7][C:8]([O:10][CH3:11])=[O:9])(=[O:6])[CH2:4][CH3:5]. (7) Given the product [NH2:1][C:2]1[C:3]2[C:10]([C:11]3[CH:12]=[CH:13][C:14]([O:17][C:18]4[CH:19]=[CH:20][CH:21]=[CH:22][CH:23]=4)=[CH:15][CH:16]=3)=[C:9]([C:40]([OH:43])=[O:38])[N:8]([C@@H:26]3[CH2:30][CH2:29][NH:28][CH2:27]3)[C:4]=2[N:5]=[CH:6][N:7]=1, predict the reactants needed to synthesize it. The reactants are: [NH2:1][C:2]1[C:3]2[C:10]([C:11]3[CH:16]=[CH:15][C:14]([O:17][C:18]4[CH:23]=[CH:22][CH:21]=[CH:20][CH:19]=4)=[CH:13][CH:12]=3)=[C:9](C#N)[N:8]([C@@H:26]3[CH2:30][CH2:29][N:28](C(OC(C)(C)C)=O)[CH2:27]3)[C:4]=2[N:5]=[CH:6][N:7]=1.[OH-:38].[Na+].[CH2:40]([OH:43])CO.O.